From a dataset of Full USPTO retrosynthesis dataset with 1.9M reactions from patents (1976-2016). Predict the reactants needed to synthesize the given product. (1) The reactants are: C(N(CC)CC)C.[N:8]([C:11]1[CH:16]=[CH:15][N:14]=[CH:13][C:12]=1[CH:17]=O)=[N+:9]=[N-:10].[Cl:19][C:20]1[CH:26]=[CH:25][CH:24]=[C:23]([F:27])[C:21]=1[NH2:22]. Given the product [N:8]([C:11]1[CH:16]=[CH:15][N:14]=[CH:13][C:12]=1/[CH:17]=[N:22]/[C:21]1[C:23]([F:27])=[CH:24][CH:25]=[CH:26][C:20]=1[Cl:19])=[N+:9]=[N-:10], predict the reactants needed to synthesize it. (2) Given the product [CH2:12]([O:11][C:9]([N:6]1[CH2:7][CH2:8][CH:3]([CH2:1][N:22]2[CH2:21][CH2:20][N:19]([C:25]([O:27][C:28]([CH3:31])([CH3:30])[CH3:29])=[O:26])[CH2:24][CH2:23]2)[CH2:4][CH2:5]1)=[O:10])[C:13]1[CH:18]=[CH:17][CH:16]=[CH:15][CH:14]=1, predict the reactants needed to synthesize it. The reactants are: [CH:1]([CH:3]1[CH2:8][CH2:7][N:6]([C:9]([O:11][CH2:12][C:13]2[CH:18]=[CH:17][CH:16]=[CH:15][CH:14]=2)=[O:10])[CH2:5][CH2:4]1)=O.[N:19]1([C:25]([O:27][C:28]([CH3:31])([CH3:30])[CH3:29])=[O:26])[CH2:24][CH2:23][NH:22][CH2:21][CH2:20]1.C(O[BH-](OC(=O)C)OC(=O)C)(=O)C.[Na+]. (3) Given the product [C:21]([C:17]1[CH:18]=[C:19]([Se:8][C:1]#[N:7])[CH:20]=[C:15]([C:11]([CH3:14])([CH3:13])[CH3:12])[C:16]=1[OH:25])([CH3:24])([CH3:23])[CH3:22], predict the reactants needed to synthesize it. The reactants are: [C:1](#[N:7])C(CC#N)O.[Se:8](=O)=O.[C:11]([C:15]1[CH:20]=[CH:19][CH:18]=[C:17]([C:21]([CH3:24])([CH3:23])[CH3:22])[C:16]=1[OH:25])([CH3:14])([CH3:13])[CH3:12].O. (4) Given the product [Br:3][C:4]1[N:5]=[CH:6][C:7]([NH:10][C:11](=[O:18])[CH2:12][CH2:13][C:14]([OH:16])=[O:15])=[N:8][CH:9]=1, predict the reactants needed to synthesize it. The reactants are: [OH-].[Li+].[Br:3][C:4]1[N:5]=[CH:6][C:7]([NH:10][C:11](=[O:18])[CH2:12][CH2:13][C:14]([O:16]C)=[O:15])=[N:8][CH:9]=1. (5) Given the product [CH3:20][O:21][C:6]1[C:5]2[C:10](=[CH:11][CH:2]=[C:3]([O:13][CH3:14])[CH:4]=2)[C:9](=[O:12])[NH:8][CH:7]=1, predict the reactants needed to synthesize it. The reactants are: F[C:2]1[CH:11]=[C:10]2[C:5]([CH:6]=[CH:7][NH:8][C:9]2=[O:12])=[CH:4][C:3]=1[O:13][CH3:14].CS(O)(=O)=O.[CH3:20][OH:21]. (6) The reactants are: [O:1]=[C:2]1[CH:11]([NH:12]C(=O)OC(C)(C)C)[CH2:10][C:9]2[C:4](=[C:5]([N:20]3[CH2:24][CH2:23][CH2:22][C:21]3=[O:25])[CH:6]=[CH:7][CH:8]=2)[N:3]1[CH2:26][C:27]1[CH:31]=[CH:30][S:29][CH:28]=1.Cl.[OH-].[Na+]. Given the product [NH2:12][CH:11]1[CH2:10][C:9]2[C:4](=[C:5]([N:20]3[CH2:24][CH2:23][CH2:22][C:21]3=[O:25])[CH:6]=[CH:7][CH:8]=2)[N:3]([CH2:26][C:27]2[CH:31]=[CH:30][S:29][CH:28]=2)[C:2]1=[O:1], predict the reactants needed to synthesize it. (7) Given the product [CH:20]1([CH2:19][NH:18][C:16]([C:11]2[C:10]([NH:9][C:3](=[O:4])[C:2]([CH3:8])([CH3:1])[CH2:6][CH3:7])=[CH:15][CH:14]=[CH:13][N:12]=2)=[O:17])[CH2:25][CH2:24][CH2:23][CH2:22][CH2:21]1, predict the reactants needed to synthesize it. The reactants are: [CH3:1][C:2]([CH3:8])([CH2:6][CH3:7])[C:3](Cl)=[O:4].[NH2:9][C:10]1[C:11]([C:16]([NH:18][CH2:19][CH:20]2[CH2:25][CH2:24][CH2:23][CH2:22][CH2:21]2)=[O:17])=[N:12][CH:13]=[CH:14][CH:15]=1. (8) Given the product [NH2:8][C@@H:9]([C:11]1[C:12]([F:42])=[C:13]([C:17]2[CH:18]=[C:19]([CH2:26][O:27][C:28]3[CH:33]=[CH:32][CH:31]=[CH:30][C:29]=3[CH2:34][C:35]([OH:37])=[O:36])[C:20]3[O:24][CH2:23][O:22][C:21]=3[CH:25]=2)[CH:14]=[CH:15][CH:16]=1)[CH3:10], predict the reactants needed to synthesize it. The reactants are: C(OC([NH:8][C@@H:9]([C:11]1[C:12]([F:42])=[C:13]([C:17]2[CH:18]=[C:19]([CH2:26][O:27][C:28]3[CH:33]=[CH:32][CH:31]=[CH:30][C:29]=3[CH2:34][C:35]([O:37]C(C)(C)C)=[O:36])[C:20]3[O:24][CH2:23][O:22][C:21]=3[CH:25]=2)[CH:14]=[CH:15][CH:16]=1)[CH3:10])=O)(C)(C)C.Cl. (9) The reactants are: CN(C)C=O.C(=O)([O-])[O-].[K+].[K+].I[C:13]1[C:18]([O:19][C:20]2[C:29]3[C:24](=[CH:25][C:26]([O:32][CH3:33])=[C:27]([O:30][CH3:31])[CH:28]=3)[N:23]=[CH:22][CH:21]=2)=[CH:17][CH:16]=[C:15]([CH3:34])[N:14]=1.[OH:35][C:36]1[CH:41]=[CH:40][C:39](B(O)O)=[CH:38][CH:37]=1. Given the product [CH3:31][O:30][C:27]1[CH:28]=[C:29]2[C:24](=[CH:25][C:26]=1[O:32][CH3:33])[N:23]=[CH:22][CH:21]=[C:20]2[O:19][C:18]1[C:13]([C:39]2[CH:40]=[CH:41][C:36]([OH:35])=[CH:37][CH:38]=2)=[N:14][C:15]([CH3:34])=[CH:16][CH:17]=1, predict the reactants needed to synthesize it.